This data is from CYP1A2 inhibition data for predicting drug metabolism from PubChem BioAssay. The task is: Regression/Classification. Given a drug SMILES string, predict its absorption, distribution, metabolism, or excretion properties. Task type varies by dataset: regression for continuous measurements (e.g., permeability, clearance, half-life) or binary classification for categorical outcomes (e.g., BBB penetration, CYP inhibition). Dataset: cyp1a2_veith. (1) The compound is COC(=O)N1CCC2(CCN(Cc3cc(C(F)(F)F)cc(C(F)(F)F)c3)CC2)CC1. The result is 0 (non-inhibitor). (2) The molecule is CN(c1ccccc1)c1nc(-n2ccnc2)nc(-n2ccnc2)n1. The result is 1 (inhibitor). (3) The drug is Cn1c(=O)c2[nH]c(CCS)nc2n(C)c1=O. The result is 0 (non-inhibitor). (4) The drug is CC(=O)N1CCC[C@@]2(CCN(Cc3ccc(C#N)cc3)C2)C1. The result is 0 (non-inhibitor).